Task: Predict the reaction yield, written as a fraction of the theoretical maximum amount of product (1.0 means a 100% yield; for example, 0.34 means a 34% yield).. Dataset: Reaction yield outcomes from USPTO patents with 853,638 reactions (1) The reactants are [OH:1][C:2]1[CH:11]=[C:10]([N+:12]([O-:14])=[O:13])[CH:9]=[CH:8][C:3]=1[C:4]([O:6][CH3:7])=[O:5].C([O-])([O-])=O.[K+].[K+].Br[CH2:22][CH:23]1[CH2:25][CH2:24]1. The catalyst is CC#N. The product is [CH:23]1([CH2:22][O:1][C:2]2[CH:11]=[C:10]([N+:12]([O-:14])=[O:13])[CH:9]=[CH:8][C:3]=2[C:4]([O:6][CH3:7])=[O:5])[CH2:25][CH2:24]1. The yield is 0.770. (2) The catalyst is C1COCC1. The reactants are [NH2:1][C:2]1[CH:3]=[CH:4][CH:5]=[C:6]2[C:10]=1[NH:9][C:8](=[O:11])[CH2:7]2.CCN(C(C)C)C(C)C.[N:21]([CH:24]([CH3:26])[CH3:25])=[C:22]=[O:23]. The yield is 0.610. The product is [CH:24]([NH:21][C:22]([NH:1][C:2]1[CH:3]=[CH:4][CH:5]=[C:6]2[C:10]=1[NH:9][C:8](=[O:11])[CH2:7]2)=[O:23])([CH3:26])[CH3:25].